From a dataset of Full USPTO retrosynthesis dataset with 1.9M reactions from patents (1976-2016). Predict the reactants needed to synthesize the given product. (1) Given the product [S:22]1[CH:23]=[C:19]([CH2:18][N:7]2[C:8]3[C:4](=[C:3]([C:2]([F:14])([F:1])[F:15])[C:11]([C:12]#[N:13])=[CH:10][CH:9]=3)[CH:5]=[CH:6]2)[N:20]=[CH:21]1, predict the reactants needed to synthesize it. The reactants are: [F:1][C:2]([F:15])([F:14])[C:3]1[C:11]([C:12]#[N:13])=[CH:10][CH:9]=[C:8]2[C:4]=1[CH:5]=[CH:6][NH:7]2.Cl.Cl[CH2:18][C:19]1[N:20]=[CH:21][S:22][CH:23]=1. (2) Given the product [O:19]1[C:24]2[C:25]([NH:29][C:15](=[O:17])[CH2:14][C:9]3[NH:10][C:11](=[O:13])[CH:12]=[C:7]([N:1]4[CH2:2][CH2:3][O:4][CH2:5][CH2:6]4)[N:8]=3)=[CH:26][CH:27]=[CH:28][C:23]=2[NH:22][CH2:21][CH2:20]1, predict the reactants needed to synthesize it. The reactants are: [N:1]1([C:7]2[N:8]=[C:9]([CH2:14][C:15]([O-:17])=O)[NH:10][C:11](=[O:13])[CH:12]=2)[CH2:6][CH2:5][O:4][CH2:3][CH2:2]1.[Na+].[O:19]1[C:24]2[C:25]([NH2:29])=[CH:26][CH:27]=[CH:28][C:23]=2[NH:22][CH2:21][CH2:20]1.Cl.CN(C)CCCN=C=NCC. (3) Given the product [CH2:8]([O:15][C:16]1[CH:21]=[CH:20][CH:19]=[CH:18][C:17]=1[CH2:22][C:24]1[CH:29]=[CH:28][C:27]([Br:30])=[CH:26][CH:25]=1)[C:9]1[CH:10]=[CH:11][CH:12]=[CH:13][CH:14]=1, predict the reactants needed to synthesize it. The reactants are: C([SiH](CC)CC)C.[CH2:8]([O:15][C:16]1[CH:21]=[CH:20][CH:19]=[CH:18][C:17]=1[CH:22]([C:24]1[CH:29]=[CH:28][C:27]([Br:30])=[CH:26][CH:25]=1)O)[C:9]1[CH:14]=[CH:13][CH:12]=[CH:11][CH:10]=1.C(=O)([O-])[O-].[K+].[K+]. (4) Given the product [N+:1]([C:13]1[CH:14]=[CH:15][C:10]([CH:16]2[CH2:20][CH2:19][CH:18]([C:21]([O:23][CH3:24])=[O:22])[CH2:17]2)=[CH:11][CH:12]=1)([O-:4])=[O:2], predict the reactants needed to synthesize it. The reactants are: [N+:1]([O-:4])(O)=[O:2].S(=O)(=O)(O)O.[C:10]1([CH:16]2[CH2:20][CH2:19][CH:18]([C:21]([O:23][CH3:24])=[O:22])[CH2:17]2)[CH:15]=[CH:14][CH:13]=[CH:12][CH:11]=1. (5) Given the product [Cl:1][C:2]1[CH:8]=[C:7]([CH3:9])[C:6]([S:10][CH2:13][C:12]([F:16])([F:15])[F:11])=[CH:5][C:3]=1[NH2:4], predict the reactants needed to synthesize it. The reactants are: [Cl:1][C:2]1[CH:8]=[C:7]([CH3:9])[C:6]([SH:10])=[CH:5][C:3]=1[NH2:4].[F:11][C:12]([F:16])([F:15])[CH2:13]I.C(=O)([O-])[O-].[K+].[K+]. (6) Given the product [NH2:22][C:17]1[CH:16]=[C:4]([C:3]([O:2][CH3:1])=[CH:19][C:18]=1[NH:20][CH3:21])[O:5][C:6]1[CH:11]=[CH:10][N:9]=[C:8]([C:12]([NH:14][CH3:15])=[O:13])[CH:7]=1, predict the reactants needed to synthesize it. The reactants are: [CH3:1][O:2][C:3]1[CH:19]=[C:18]([NH:20][CH3:21])[C:17]([N+:22]([O-])=O)=[CH:16][C:4]=1[O:5][C:6]1[CH:11]=[CH:10][N:9]=[C:8]([C:12]([NH:14][CH3:15])=[O:13])[CH:7]=1. (7) Given the product [Cl:1][C:2]1[CH:7]=[CH:6][C:5]2[CH:17]([NH:18][C:19]3[CH:27]=[CH:26][CH:25]=[C:24]4[C:20]=3[CH:21]=[N:22][NH:23]4)[C:11]([C:12]([F:15])([F:13])[F:14])([OH:16])[CH2:10][C:9]([CH3:29])([CH3:28])[CH2:8][C:4]=2[CH:3]=1, predict the reactants needed to synthesize it. The reactants are: [Cl:1][C:2]1[CH:3]=[C:4]([CH2:8][C:9]([CH3:29])([CH3:28])[CH2:10][C:11]([CH:17]=[N:18][C:19]2[CH:27]=[CH:26][CH:25]=[C:24]3[C:20]=2[CH:21]=[N:22][NH:23]3)([OH:16])[C:12]([F:15])([F:14])[F:13])[CH:5]=[CH:6][CH:7]=1.B(Br)(Br)Br.C(=O)(O)[O-].[Na+].